From a dataset of Forward reaction prediction with 1.9M reactions from USPTO patents (1976-2016). Predict the product of the given reaction. Given the reactants CN(C(ON1N=NC2C=CC=NC1=2)=[N+](C)C)C.F[P-](F)(F)(F)(F)F.[CH2:25]([O:32][N:33]1[C:39](=[O:40])[N:38]2[CH2:41][C@H:34]1[CH2:35][CH2:36][C@H:37]2[C:42]([OH:44])=O)[C:26]1[CH:31]=[CH:30][CH:29]=[CH:28][CH:27]=1.[NH:45]([C:47]([O:49][C:50]([CH3:53])([CH3:52])[CH3:51])=[O:48])[NH2:46].CCN(C(C)C)C(C)C, predict the reaction product. The product is: [CH2:25]([O:32][N:33]1[C:39](=[O:40])[N:38]2[CH2:41][C@H:34]1[CH2:35][CH2:36][C@H:37]2[C:42]([NH:46][NH:45][C:47]([O:49][C:50]([CH3:53])([CH3:52])[CH3:51])=[O:48])=[O:44])[C:26]1[CH:27]=[CH:28][CH:29]=[CH:30][CH:31]=1.